From a dataset of Forward reaction prediction with 1.9M reactions from USPTO patents (1976-2016). Predict the product of the given reaction. Given the reactants [F:1][C:2]1[CH:3]=[C:4]([C:8](=O)[CH2:9][C:10](=O)[C:11]([O:13][CH2:14][CH3:15])=[O:12])[CH:5]=[CH:6][CH:7]=1.[NH2:18][NH2:19], predict the reaction product. The product is: [F:1][C:2]1[CH:3]=[C:4]([C:8]2[CH:9]=[C:10]([C:11]([O:13][CH2:14][CH3:15])=[O:12])[NH:19][N:18]=2)[CH:5]=[CH:6][CH:7]=1.